This data is from Full USPTO retrosynthesis dataset with 1.9M reactions from patents (1976-2016). The task is: Predict the reactants needed to synthesize the given product. (1) The reactants are: [CH:1](=[O:10])[C:2]1[CH:9]=[CH:8][C:5]([CH:6]=[O:7])=[CH:4][CH:3]=1.[OH:11][CH2:12][C:13]([C:15]1[CH:20]=[CH:19][CH:18]=[CH:17][CH:16]=1)=[O:14].[OH-:21].[Na+].OO.Cl. Given the product [OH:11][C:12]1[C:13](=[O:14])[C:15]2[C:20](=[CH:19][CH:18]=[CH:17][CH:16]=2)[O:7][C:6]=1[C:5]1[CH:8]=[CH:9][C:2]([C:1]2[O:10][C:16]3[C:15]([C:13](=[O:14])[C:12]=2[OH:21])=[CH:20][CH:19]=[CH:18][CH:17]=3)=[CH:3][CH:4]=1, predict the reactants needed to synthesize it. (2) Given the product [C:14]1([C:27]2[CH:28]=[CH:29][CH:30]=[CH:31][CH:32]=2)[CH:15]=[CH:16][C:17]([CH2:20][CH2:21][N:10]2[CH2:11][CH2:12][CH2:13][C@H:9]2[CH3:8])=[CH:18][CH:19]=1, predict the reactants needed to synthesize it. The reactants are: C(=O)([O-])[O-].[Na+].[Na+].Cl.[CH3:8][C@@H:9]1[CH2:13][CH2:12][CH2:11][NH:10]1.[C:14]1([C:27]2[CH:32]=[CH:31][CH:30]=[CH:29][CH:28]=2)[CH:19]=[CH:18][C:17]([CH2:20][CH2:21]OS(C)(=O)=O)=[CH:16][CH:15]=1. (3) Given the product [CH:28]1[C:42]2=[C:43]3[C:35]([C:36]4[C:41]2=[CH:40][CH:39]=[CH:38][CH:37]=4)=[CH:34][CH:33]=[CH:32][C:31]3=[C:30]([C:2]2[CH:12]=[C:11]([C:13]([O:15][CH2:16][CH3:17])=[O:14])[C:10]([C:18]3[C:27]4[C:22](=[CH:23][CH:24]=[CH:25][CH:26]=4)[CH:21]=[CH:20][CH:19]=3)=[CH:9][C:3]=2[C:4]([O:6][CH2:7][CH3:8])=[O:5])[CH:29]=1, predict the reactants needed to synthesize it. The reactants are: Cl[C:2]1[CH:12]=[C:11]([C:13]([O:15][CH2:16][CH3:17])=[O:14])[C:10]([C:18]2[C:27]3[C:22](=[CH:23][CH:24]=[CH:25][CH:26]=3)[CH:21]=[CH:20][CH:19]=2)=[CH:9][C:3]=1[C:4]([O:6][CH2:7][CH3:8])=[O:5].[CH:28]1[C:42]2=[C:43]3[C:35]([C:36]4[C:41]2=[CH:40][CH:39]=[CH:38][CH:37]=4)=[CH:34][CH:33]=[CH:32][C:31]3=[C:30](B(O)O)[CH:29]=1.C([O-])([O-])=O.[Cs+].[Cs+].N#N.C(P(C(C)(C)C)C(C)(C)C)(C)(C)C. (4) Given the product [C:25]1([CH:7]([C:1]2[CH:6]=[CH:5][CH:4]=[CH:3][CH:2]=2)[CH:8]2[CH2:13][N:12]([CH2:14][CH2:15][CH2:16][C:17]3[CH:22]=[CH:21][CH:20]=[C:19]([OH:23])[CH:18]=3)[C:11](=[O:24])[CH2:10][CH2:9]2)[CH:26]=[CH:27][CH:28]=[CH:29][CH:30]=1, predict the reactants needed to synthesize it. The reactants are: [C:1]1([CH:7]([C:25]2[CH:30]=[CH:29][CH:28]=[CH:27][CH:26]=2)[C:8]2[CH:9]=[CH:10][C:11](=[O:24])[N:12]([CH2:14][CH2:15][CH2:16][C:17]3[CH:22]=[CH:21][CH:20]=[C:19]([OH:23])[CH:18]=3)[CH:13]=2)[CH:6]=[CH:5][CH:4]=[CH:3][CH:2]=1. (5) Given the product [NH2:18][C:13]1[N:14]=[C:15]([CH3:17])[N:16]=[C:11]([C:10]2[N:5]3[CH:6]=[CH:7][CH:8]=[CH:9][C:4]3=[N:3][C:2]=2[NH:19][C:20]2[CH:21]=[C:22]([NH:28][S:29]([CH3:32])(=[O:31])=[O:30])[C:23]([O:26][CH3:27])=[N:24][CH:25]=2)[N:12]=1, predict the reactants needed to synthesize it. The reactants are: Cl[C:2]1[N:3]=[C:4]2[CH:9]=[CH:8][CH:7]=[CH:6][N:5]2[C:10]=1[C:11]1[N:16]=[C:15]([CH3:17])[N:14]=[C:13]([NH2:18])[N:12]=1.[NH2:19][C:20]1[CH:21]=[C:22]([NH:28][S:29]([CH3:32])(=[O:31])=[O:30])[C:23]([O:26][CH3:27])=[N:24][CH:25]=1.CO. (6) Given the product [NH2:2][CH2:3][C:4]1[CH:19]=[CH:18][CH:17]=[CH:16][C:5]=1[O:6][CH2:7][CH2:8][CH2:9][CH2:10][CH2:11][C:12]([O:14][CH2:15][CH3:20])=[O:13], predict the reactants needed to synthesize it. The reactants are: O/[N:2]=[CH:3]/[C:4]1[CH:19]=[CH:18][CH:17]=[CH:16][C:5]=1[O:6][CH2:7][CH2:8][CH2:9][CH2:10][CH2:11][C:12]([O:14][CH3:15])=[O:13].[CH2:20](O)C. (7) Given the product [F:31][C:13]1[C:12]([CH2:11][CH2:10][C:5]23[CH2:8][CH2:9][C:2]([NH:1][CH2:43][C:41]4[CH:40]=[CH:39][C:36]5[O:37][CH2:38][C:33](=[O:32])[NH:34][C:35]=5[N:42]=4)([CH2:7][CH2:6]2)[CH2:3][O:4]3)=[C:21]2[C:16]([CH:17]=[CH:18][C:19]([O:22][CH2:23][C:24]3([C:27]([O:29][CH3:30])=[O:28])[CH2:26][CH2:25]3)=[N:20]2)=[N:15][CH:14]=1, predict the reactants needed to synthesize it. The reactants are: [NH2:1][C:2]12[CH2:9][CH2:8][C:5]([CH2:10][CH2:11][C:12]3[C:13]([F:31])=[CH:14][N:15]=[C:16]4[C:21]=3[N:20]=[C:19]([O:22][CH2:23][C:24]3([C:27]([O:29][CH3:30])=[O:28])[CH2:26][CH2:25]3)[CH:18]=[CH:17]4)([CH2:6][CH2:7]1)[O:4][CH2:3]2.[O:32]=[C:33]1[CH2:38][O:37][C:36]2[CH:39]=[CH:40][C:41]([CH:43]=O)=[N:42][C:35]=2[NH:34]1.